From a dataset of hERG potassium channel inhibition data for cardiac toxicity prediction from Karim et al.. Regression/Classification. Given a drug SMILES string, predict its toxicity properties. Task type varies by dataset: regression for continuous values (e.g., LD50, hERG inhibition percentage) or binary classification for toxic/non-toxic outcomes (e.g., AMES mutagenicity, cardiotoxicity, hepatotoxicity). Dataset: herg_karim. The molecule is Clc1ccc2c(c1)CCc1cccnc1C2=C1CC[N+]CC1. The result is 1 (blocker).